This data is from Forward reaction prediction with 1.9M reactions from USPTO patents (1976-2016). The task is: Predict the product of the given reaction. (1) Given the reactants [C:1]([OH:8])(=[O:7])/[CH:2]=[CH:3]/[C:4]([OH:6])=[O:5].[F:9][C:10]1[CH:15]=[CH:14][C:13]([C@@H:16]([N:18]2[CH2:23][CH2:22][CH2:21]/[C:20](=[CH:24]\[C:25]3[CH:30]=[CH:29][C:28]([N:31]4[CH:35]=[C:34]([CH3:36])[N:33]=[CH:32]4)=[C:27]([O:37][CH3:38])[CH:26]=3)/[C:19]2=[O:39])[CH3:17])=[CH:12][CH:11]=1, predict the reaction product. The product is: [C:1]([OH:8])(=[O:7])/[CH:2]=[CH:3]/[C:4]([OH:6])=[O:5].[F:9][C:10]1[CH:15]=[CH:14][C:13]([C@@H:16]([N:18]2[CH2:23][CH2:22][CH2:21]/[C:20](=[CH:24]\[C:25]3[CH:30]=[CH:29][C:28]([N:31]4[CH:35]=[C:34]([CH3:36])[N:33]=[CH:32]4)=[C:27]([O:37][CH3:38])[CH:26]=3)/[C:19]2=[O:39])[CH3:17])=[CH:12][CH:11]=1. (2) The product is: [Br:1][C:2]1[CH:7]=[CH:6][C:5]([O:8][CH2:17][CH:18]=[C:19]([CH3:21])[CH3:20])=[C:4]([CH3:9])[CH:3]=1. Given the reactants [Br:1][C:2]1[CH:7]=[CH:6][C:5]([OH:8])=[C:4]([CH3:9])[CH:3]=1.C(=O)([O-])[O-].[Cs+].[Cs+].Br[CH2:17][CH:18]=[C:19]([CH3:21])[CH3:20], predict the reaction product. (3) The product is: [CH2:1]([O:3][C:4](=[O:16])[CH2:5][N:6]1[C:14]2[C:9](=[CH:10][CH:11]=[C:12]([NH:15][CH2:30][CH2:29][CH2:28][C:27]#[C:26][C:23]3[CH:24]=[CH:25][C:20]([O:19][C:18]([F:17])([F:36])[F:37])=[CH:21][CH:22]=3)[CH:13]=2)[CH:8]=[CH:7]1)[CH3:2]. Given the reactants [CH2:1]([O:3][C:4](=[O:16])[CH2:5][N:6]1[C:14]2[C:9](=[CH:10][CH:11]=[C:12]([NH2:15])[CH:13]=2)[CH:8]=[CH:7]1)[CH3:2].[F:17][C:18]([F:37])([F:36])[O:19][C:20]1[CH:25]=[CH:24][C:23]([C:26]#[C:27][CH2:28][CH2:29][CH2:30]OS(C)(=O)=O)=[CH:22][CH:21]=1.C(=O)([O-])[O-].[K+].[K+], predict the reaction product.